This data is from CYP2C9 inhibition data for predicting drug metabolism from PubChem BioAssay. The task is: Regression/Classification. Given a drug SMILES string, predict its absorption, distribution, metabolism, or excretion properties. Task type varies by dataset: regression for continuous measurements (e.g., permeability, clearance, half-life) or binary classification for categorical outcomes (e.g., BBB penetration, CYP inhibition). Dataset: cyp2c9_veith. (1) The compound is CCC/C=C(\CCC)C(NS(=O)(=O)c1cccs1)c1ccc(C(=O)OC)cc1. The result is 1 (inhibitor). (2) The molecule is CS(=O)(=O)c1cnc2c(-c3ccc(F)cc3)cnn2c1N. The result is 0 (non-inhibitor). (3) The molecule is O=[N+]([O-])c1ccc(Cl)c(-c2ccc(/C=N/c3c(-c4ccco4)nc4ccccn34)o2)c1. The result is 0 (non-inhibitor). (4) The molecule is Cc1cc(F)ccc1S(=O)(=O)Nc1ccccc1C(=O)Nc1ccccc1N1CCOCC1. The result is 1 (inhibitor). (5) The molecule is Cc1ccc(OCC(=O)c2c(O)c3ccccc3oc2=O)cc1C. The result is 1 (inhibitor). (6) The molecule is c1ccc2c(CSc3nnc(-c4ccncc4)o3)cccc2c1. The result is 1 (inhibitor). (7) The drug is C[C@H](N)[C@H](O)c1cccc(O)c1.O=C(O)[C@@H](O)[C@@H](O)C(=O)O.O=C(O)[C@@H](O)[C@@H](O)C(=O)O. The result is 0 (non-inhibitor).